This data is from Buchwald-Hartwig C-N cross coupling reaction yields with 55,370 reactions. The task is: Predict the reaction yield, written as a fraction of the theoretical maximum amount of product (1.0 means a 100% yield; for example, 0.34 means a 34% yield). (1) The reactants are CCc1ccc(Br)cc1.Cc1ccc(N)cc1.O=S(=O)(O[Pd]1c2ccccc2-c2ccccc2N~1)C(F)(F)F.COc1ccc(OC)c(P(C(C)(C)C)C(C)(C)C)c1-c1c(C(C)C)cc(C(C)C)cc1C(C)C.CN1CCCN2CCCN=C12.CCOC(=O)c1cc(OC)no1. No catalyst specified. The product is CCc1ccc(Nc2ccc(C)cc2)cc1. The yield is 0.552. (2) The reactants are COc1ccc(Br)cc1.Cc1ccc(N)cc1.O=S(=O)(O[Pd]1c2ccccc2-c2ccccc2N~1)C(F)(F)F.COc1ccc(OC)c(P([C@]23C[C@H]4C[C@H](C[C@H](C4)C2)C3)[C@]23C[C@H]4C[C@H](C[C@H](C4)C2)C3)c1-c1c(C(C)C)cc(C(C)C)cc1C(C)C.CN(C)C(=NC(C)(C)C)N(C)C.c1ccc(CN(Cc2ccccc2)c2ccon2)cc1. No catalyst specified. The product is COc1ccc(Nc2ccc(C)cc2)cc1. The yield is 0.591. (3) The reactants are Ic1ccccn1.Cc1ccc(N)cc1.O=S(=O)(O[Pd]1c2ccccc2-c2ccccc2N~1)C(F)(F)F.COc1ccc(OC)c(P(C(C)(C)C)C(C)(C)C)c1-c1c(C(C)C)cc(C(C)C)cc1C(C)C.CN1CCCN2CCCN=C12.c1ccc2nocc2c1. No catalyst specified. The product is Cc1ccc(Nc2ccccn2)cc1. The yield is 0.788. (4) The product is Cc1ccc(Nc2cccnc2)cc1. No catalyst specified. The yield is 0.653. The reactants are Clc1cccnc1.Cc1ccc(N)cc1.O=S(=O)(O[Pd]1c2ccccc2-c2ccccc2N~1)C(F)(F)F.CC(C)c1cc(C(C)C)c(-c2ccccc2P(C(C)(C)C)C(C)(C)C)c(C(C)C)c1.CCN=P(N=P(N(C)C)(N(C)C)N(C)C)(N(C)C)N(C)C.c1ccc(CN(Cc2ccccc2)c2ccon2)cc1. (5) The reactants are COc1ccc(Br)cc1.Cc1ccc(N)cc1.O=S(=O)(O[Pd]1c2ccccc2-c2ccccc2N~1)C(F)(F)F.COc1ccc(OC)c(P(C(C)(C)C)C(C)(C)C)c1-c1c(C(C)C)cc(C(C)C)cc1C(C)C.CCN=P(N=P(N(C)C)(N(C)C)N(C)C)(N(C)C)N(C)C.Fc1cccc(F)c1-c1ccno1. No catalyst specified. The product is COc1ccc(Nc2ccc(C)cc2)cc1. The yield is 0.126. (6) The reactants are CCc1ccc(Br)cc1.Cc1ccc(N)cc1.O=S(=O)(O[Pd]1c2ccccc2-c2ccccc2N~1)C(F)(F)F.COc1ccc(OC)c(P(C(C)(C)C)C(C)(C)C)c1-c1c(C(C)C)cc(C(C)C)cc1C(C)C.CN(C)C(=NC(C)(C)C)N(C)C.CCOC(=O)c1cnoc1C. No catalyst specified. The product is CCc1ccc(Nc2ccc(C)cc2)cc1. The yield is 0.0748.